This data is from Reaction yield outcomes from USPTO patents with 853,638 reactions. The task is: Predict the reaction yield, written as a fraction of the theoretical maximum amount of product (1.0 means a 100% yield; for example, 0.34 means a 34% yield). (1) The reactants are C(OC([N:8]1[CH2:13][CH2:12][C:11]([C:22]#[N:23])([C:14]2[CH:19]=[CH:18][C:17]([Cl:20])=[CH:16][C:15]=2[Cl:21])[CH2:10][CH2:9]1)=O)(C)(C)C. The catalyst is ClCCl.FC(F)(F)C(O)=O. The product is [Cl:21][C:15]1[CH:16]=[C:17]([Cl:20])[CH:18]=[CH:19][C:14]=1[C:11]1([C:22]#[N:23])[CH2:12][CH2:13][NH:8][CH2:9][CH2:10]1. The yield is 0.990. (2) The catalyst is C(Cl)Cl.CO. The yield is 0.690. The reactants are Cl.[CH3:2][NH:3][CH2:4][CH2:5][CH2:6][CH2:7][C:8]([O:10][CH3:11])=[O:9].[C:12]1([C:33]2[CH:38]=[CH:37][CH:36]=[CH:35][CH:34]=2)[CH:17]=[CH:16][CH:15]=[CH:14][C:13]=1[NH:18][C:19]([O:21][CH:22]1[CH2:27][CH2:26][N:25]([CH2:28][CH2:29][C:30](O)=[O:31])[CH2:24][CH2:23]1)=[O:20].ON1C2N=CC=CC=2N=N1.N1C(C)=CC=CC=1C.CCN=C=NCCCN(C)C.Cl.C(=O)(O)[O-].[Na+]. The product is [CH3:11][O:10][C:8](=[O:9])[CH2:7][CH2:6][CH2:5][CH2:4][NH:3][CH2:2][C:30](=[O:31])[CH2:29][CH2:28][N:25]1[CH2:26][CH2:27][CH:22]([O:21][C:19](=[O:20])[NH:18][C:13]2[CH:14]=[CH:15][CH:16]=[CH:17][C:12]=2[C:33]2[CH:34]=[CH:35][CH:36]=[CH:37][CH:38]=2)[CH2:23][CH2:24]1. (3) The reactants are [NH2:1][CH:2]([C:21]1[CH:26]=[CH:25][CH:24]=[CH:23][CH:22]=1)[C:3]([N:5]1[CH2:10][CH2:9][CH:8]([N:11]2[CH2:15][C:14]3=[CH:16][N:17]=[C:18]([CH3:19])[N:13]3[C:12]2=[O:20])[CH2:7][CH2:6]1)=[O:4].[Cl:27][C:28]1[CH:33]=[CH:32][C:31]([N:34]=[C:35]=[O:36])=[CH:30][CH:29]=1. The catalyst is CN(C=O)C.C(OCC)(=O)C. The product is [Cl:27][C:28]1[CH:33]=[CH:32][C:31]([NH:34][C:35]([NH:1][CH:2]([C:21]2[CH:22]=[CH:23][CH:24]=[CH:25][CH:26]=2)[C:3]([N:5]2[CH2:10][CH2:9][CH:8]([N:11]3[CH2:15][C:14]4=[CH:16][N:17]=[C:18]([CH3:19])[N:13]4[C:12]3=[O:20])[CH2:7][CH2:6]2)=[O:4])=[O:36])=[CH:30][CH:29]=1. The yield is 0.590. (4) The reactants are Br[C:2]1[CH:23]=[CH:22][C:5]([C:6]([NH:8][S:9]([C:12]2[CH:17]=[CH:16][CH:15]=[CH:14][C:13]=2[S:18](=[O:21])(=[O:20])[NH2:19])(=[O:11])=[O:10])=[O:7])=[CH:4][C:3]=1[O:24][CH2:25][CH2:26][O:27][CH2:28][C:29]([F:32])([F:31])[F:30].[CH3:33][C:34]([CH3:38])([CH3:37])[C:35]#[CH:36]. No catalyst specified. The product is [CH3:33][C:34]([CH3:38])([CH3:37])[C:35]#[C:36][C:2]1[CH:23]=[CH:22][C:5]([C:6]([NH:8][S:9]([C:12]2[CH:17]=[CH:16][CH:15]=[CH:14][C:13]=2[S:18](=[O:21])(=[O:20])[NH2:19])(=[O:11])=[O:10])=[O:7])=[CH:4][C:3]=1[O:24][CH2:25][CH2:26][O:27][CH2:28][C:29]([F:32])([F:31])[F:30]. The yield is 0.300. (5) The reactants are Cl[C:2]1[N:7]=[C:6]([NH:8][C:9]2[CH:14]=[CH:13][C:12]([O:15][CH2:16][CH3:17])=[CH:11][CH:10]=2)[C:5]([F:18])=[CH:4][N:3]=1.C(N(C(C)C)C(C)C)C.[CH2:28]1[CH2:38][O:37][C:36]2[CH:35]=[CH:34][C:32]([NH2:33])=[CH:31][C:30]=2[O:29]1. The catalyst is C(O)CO. The product is [CH2:16]([O:15][C:12]1[CH:13]=[CH:14][C:9]([NH:8][C:6]2[C:5]([F:18])=[CH:4][N:3]=[C:2]([NH:33][C:32]3[CH:34]=[CH:35][C:36]4[O:37][CH2:38][CH2:28][O:29][C:30]=4[CH:31]=3)[N:7]=2)=[CH:10][CH:11]=1)[CH3:17]. The yield is 0.600. (6) The reactants are [H-].[Na+].[F:3][CH:4]([F:42])[C:5]1[N:9]([C:10]2[N:15]=[C:14]([N:16]3[CH2:21][CH2:20][O:19][CH2:18][CH2:17]3)[N:13]=[C:12]([C:22]3[CH:27]=[CH:26][C:25]([NH:28][C:29](=[O:35])[O:30][C:31]([CH3:34])([CH3:33])[CH3:32])=[CH:24][CH:23]=3)[N:11]=2)[C:8]2[CH:36]=[CH:37][CH:38]=[C:39]([O:40][CH3:41])[C:7]=2[N:6]=1.I[CH3:44]. The catalyst is CN(C=O)C.O. The product is [F:42][CH:4]([F:3])[C:5]1[N:9]([C:10]2[N:15]=[C:14]([N:16]3[CH2:17][CH2:18][O:19][CH2:20][CH2:21]3)[N:13]=[C:12]([C:22]3[CH:23]=[CH:24][C:25]([N:28]([CH3:44])[C:29](=[O:35])[O:30][C:31]([CH3:34])([CH3:33])[CH3:32])=[CH:26][CH:27]=3)[N:11]=2)[C:8]2[CH:36]=[CH:37][CH:38]=[C:39]([O:40][CH3:41])[C:7]=2[N:6]=1. The yield is 0.850. (7) The reactants are [C:1]([OH:8])(=[O:7])/[CH:2]=[CH:3]\[C:4]([OH:6])=[O:5].C(OC)(C)(C)C.[CH3:15][CH2:16][O:17][C:18]([C:20]1[CH:25]([C:26]2[C:31]([Cl:32])=[CH:30][CH:29]=[CH:28][CH:27]=2)[C:24]([C:33]([O:35][CH3:36])=[O:34])=[C:23]([CH3:37])[NH:22][C:21]=1[CH2:38][O:39][CH2:40][CH2:41][NH2:42])=[O:19]. The catalyst is C(O)CCC. The product is [CH3:15][CH2:16][O:17][C:18]([C:20]1[CH:25]([C:26]2[CH:27]=[CH:28][CH:29]=[CH:30][C:31]=2[Cl:32])[C:24]([C:33]([O:35][CH3:36])=[O:34])=[C:23]([CH3:37])[NH:22][C:21]=1[CH2:38][O:39][CH2:40][CH2:41][NH2:42])=[O:19].[CH:2](/[C:1]([OH:8])=[O:7])=[CH:3]/[C:4]([OH:6])=[O:5]. The yield is 0.780. (8) The reactants are [N:1]([CH2:4][C@H:5]([OH:17])[C@H:6]([O:9][CH2:10][C:11]1[CH:16]=[CH:15][CH:14]=[CH:13][CH:12]=1)[CH:7]=[CH2:8])=[N+:2]=[N-:3].[CH2:18](Br)[C:19]1[CH:24]=[CH:23][CH:22]=[CH:21][CH:20]=1.[H-].[Na+]. The catalyst is C1COCC1.[I-].C([N+](CCCC)(CCCC)CCCC)CCC. The product is [N:1]([CH2:4][C@H:5]([O:17][CH2:18][C:19]1[CH:24]=[CH:23][CH:22]=[CH:21][CH:20]=1)[C@H:6]([O:9][CH2:10][C:11]1[CH:12]=[CH:13][CH:14]=[CH:15][CH:16]=1)[CH:7]=[CH2:8])=[N+:2]=[N-:3]. The yield is 0.650.